From a dataset of NCI-60 drug combinations with 297,098 pairs across 59 cell lines. Regression. Given two drug SMILES strings and cell line genomic features, predict the synergy score measuring deviation from expected non-interaction effect. (1) Drug 1: C1CN1P(=S)(N2CC2)N3CC3. Drug 2: B(C(CC(C)C)NC(=O)C(CC1=CC=CC=C1)NC(=O)C2=NC=CN=C2)(O)O. Cell line: NCI/ADR-RES. Synergy scores: CSS=52.9, Synergy_ZIP=-4.52, Synergy_Bliss=-2.64, Synergy_Loewe=-18.6, Synergy_HSA=-4.05. (2) Drug 1: CC1C(C(CC(O1)OC2CC(CC3=C2C(=C4C(=C3O)C(=O)C5=C(C4=O)C(=CC=C5)OC)O)(C(=O)C)O)N)O.Cl. Drug 2: C(CN)CNCCSP(=O)(O)O. Cell line: NCI-H322M. Synergy scores: CSS=8.76, Synergy_ZIP=-0.148, Synergy_Bliss=2.85, Synergy_Loewe=-23.2, Synergy_HSA=2.67. (3) Drug 1: CN(C)N=NC1=C(NC=N1)C(=O)N. Drug 2: CCC1(CC2CC(C3=C(CCN(C2)C1)C4=CC=CC=C4N3)(C5=C(C=C6C(=C5)C78CCN9C7C(C=CC9)(C(C(C8N6C=O)(C(=O)OC)O)OC(=O)C)CC)OC)C(=O)OC)O.OS(=O)(=O)O. Cell line: NCI-H460. Synergy scores: CSS=3.23, Synergy_ZIP=0.733, Synergy_Bliss=2.94, Synergy_Loewe=-3.00, Synergy_HSA=-1.58. (4) Drug 1: CC(C1=C(C=CC(=C1Cl)F)Cl)OC2=C(N=CC(=C2)C3=CN(N=C3)C4CCNCC4)N. Drug 2: COC1=C2C(=CC3=C1OC=C3)C=CC(=O)O2. Cell line: SR. Synergy scores: CSS=45.8, Synergy_ZIP=-1.42, Synergy_Bliss=-2.26, Synergy_Loewe=-38.9, Synergy_HSA=-3.95. (5) Drug 1: CNC(=O)C1=CC=CC=C1SC2=CC3=C(C=C2)C(=NN3)C=CC4=CC=CC=N4. Drug 2: CC12CCC3C(C1CCC2OP(=O)(O)O)CCC4=C3C=CC(=C4)OC(=O)N(CCCl)CCCl.[Na+]. Cell line: OVCAR-5. Synergy scores: CSS=-2.99, Synergy_ZIP=-4.92, Synergy_Bliss=-11.6, Synergy_Loewe=-13.0, Synergy_HSA=-12.9. (6) Drug 1: C1=CC(=CC=C1CCCC(=O)O)N(CCCl)CCCl. Drug 2: C1C(C(OC1N2C=C(C(=O)NC2=O)F)CO)O. Cell line: A549. Synergy scores: CSS=47.5, Synergy_ZIP=-5.47, Synergy_Bliss=-5.91, Synergy_Loewe=-3.49, Synergy_HSA=0.533. (7) Drug 1: C1CN(CCN1C(=O)CCBr)C(=O)CCBr. Drug 2: C1CNP(=O)(OC1)N(CCCl)CCCl. Cell line: NCIH23. Synergy scores: CSS=39.6, Synergy_ZIP=0.556, Synergy_Bliss=2.04, Synergy_Loewe=-30.6, Synergy_HSA=1.35. (8) Drug 1: CC1=C(C=C(C=C1)NC2=NC=CC(=N2)N(C)C3=CC4=NN(C(=C4C=C3)C)C)S(=O)(=O)N.Cl. Drug 2: CC1=C2C(C(=O)C3(C(CC4C(C3C(C(C2(C)C)(CC1OC(=O)C(C(C5=CC=CC=C5)NC(=O)OC(C)(C)C)O)O)OC(=O)C6=CC=CC=C6)(CO4)OC(=O)C)OC)C)OC. Cell line: UACC-257. Synergy scores: CSS=31.1, Synergy_ZIP=5.71, Synergy_Bliss=6.29, Synergy_Loewe=-9.43, Synergy_HSA=5.94.